Dataset: Reaction yield outcomes from USPTO patents with 853,638 reactions. Task: Predict the reaction yield, written as a fraction of the theoretical maximum amount of product (1.0 means a 100% yield; for example, 0.34 means a 34% yield). (1) The reactants are [CH3:1][Si:2]([CH3:18])([CH3:17])[CH2:3][CH2:4][O:5][CH2:6][N:7]1[C:11]2[CH:12]=[N:13][NH:14][C:15](=[O:16])[C:10]=2[CH:9]=[CH:8]1.C(=O)([O-])O.[Na+].S([O-])(O)=O.[Na+].[Cl-:29].[Na+]. The catalyst is C(OCC)(=O)C.C(#N)C. The product is [Cl:29][C:9]1[C:10]2[C:15](=[O:16])[NH:14][N:13]=[CH:12][C:11]=2[N:7]([CH2:6][O:5][CH2:4][CH2:3][Si:2]([CH3:18])([CH3:17])[CH3:1])[CH:8]=1. The yield is 0.650. (2) The reactants are C(Cl)(=O)C(Cl)=O.CS(C)=O.[C:11]1([CH2:17][CH2:18][C:19]([N:21]2[CH2:26][CH2:25][CH:24]([OH:27])[CH2:23][CH2:22]2)=[O:20])[CH:16]=[CH:15][CH:14]=[CH:13][CH:12]=1.C(N(CC)CC)C. The catalyst is C(Cl)Cl. The product is [C:11]1([CH2:17][CH2:18][C:19]([N:21]2[CH2:26][CH2:25][C:24](=[O:27])[CH2:23][CH2:22]2)=[O:20])[CH:16]=[CH:15][CH:14]=[CH:13][CH:12]=1. The yield is 0.890. (3) The reactants are [OH:1][N:2]=[CH:3][C:4]1[C:13]2[C:8](=[CH:9][CH:10]=[CH:11][CH:12]=2)[C:7]([C:14]([O:16][CH3:17])=[O:15])=[CH:6][CH:5]=1.ClN1C(=O)CCC1=O.[Cl:26][C:27]1[CH:32]=[C:31]([C:33]([C:35]([F:38])([F:37])[F:36])=[CH2:34])[CH:30]=[C:29]([Cl:39])[CH:28]=1.C(N(CC)CC)C. The catalyst is CN(C)C=O.O. The product is [Cl:26][C:27]1[CH:32]=[C:31]([C:33]2([C:35]([F:38])([F:36])[F:37])[O:1][N:2]=[C:3]([C:4]3[C:13]4[C:8](=[CH:9][CH:10]=[CH:11][CH:12]=4)[C:7]([C:14]([O:16][CH3:17])=[O:15])=[CH:6][CH:5]=3)[CH2:34]2)[CH:30]=[C:29]([Cl:39])[CH:28]=1. The yield is 0.340. (4) The reactants are [CH2:1]([O:8][C:9]([N:11]1[CH2:16][CH2:15][CH:14]([C:17]#[N:18])[CH2:13][CH2:12]1)=[O:10])[C:2]1[CH:7]=[CH:6][CH:5]=[CH:4][CH:3]=1.[N-:19]=[N+:20]=[N-:21].[Na+]. The catalyst is CC(O)C.O.C(OCC)(=O)C.[Br-].[Zn+2].[Br-]. The product is [CH2:1]([O:8][C:9]([N:11]1[CH2:16][CH2:15][CH:14]([C:17]2[NH:21][N:20]=[N:19][N:18]=2)[CH2:13][CH2:12]1)=[O:10])[C:2]1[CH:3]=[CH:4][CH:5]=[CH:6][CH:7]=1. The yield is 0.660. (5) The reactants are [F:1][C:2](F)=[C:3]([CH2:18][CH3:19])[C:4]([C:6]1[C:7]([CH3:17])=[CH:8][C:9]([CH3:16])=[C:10]([CH:15]=1)[C:11]([O:13][CH3:14])=[O:12])=O.O.[NH2:22][NH2:23].FC(F)(F)C(O)=O. The catalyst is C1COCC1.O. The product is [CH2:18]([C:3]1[C:2]([F:1])=[N:22][NH:23][C:4]=1[C:6]1[C:7]([CH3:17])=[CH:8][C:9]([CH3:16])=[C:10]([CH:15]=1)[C:11]([O:13][CH3:14])=[O:12])[CH3:19]. The yield is 0.530. (6) The reactants are Br[C:2]1[CH:3]=[C:4]([CH:10]=[CH:11][C:12]=1[C:13]#[N:14])[C:5]([O:7][CH2:8][CH3:9])=[O:6].C(=O)([O-])[O-].[Cs+].[Cs+].[CH3:21][CH2:22][CH:23]([NH2:26])[CH2:24][CH3:25].CC1(C)C2C(=C(P(C3C=CC=CC=3)C3C=CC=CC=3)C=CC=2)OC2C(P(C3C=CC=CC=3)C3C=CC=CC=3)=CC=CC1=2. The catalyst is C1C=CC(/C=C/C(/C=C/C2C=CC=CC=2)=O)=CC=1.C1C=CC(/C=C/C(/C=C/C2C=CC=CC=2)=O)=CC=1.C1C=CC(/C=C/C(/C=C/C2C=CC=CC=2)=O)=CC=1.[Pd].[Pd].O1CCOCC1. The product is [C:13]([C:12]1[CH:11]=[CH:10][C:4]([C:5]([O:7][CH2:8][CH3:9])=[O:6])=[CH:3][C:2]=1[NH:26][CH:23]([CH2:24][CH3:25])[CH2:22][CH3:21])#[N:14]. The yield is 0.610. (7) The reactants are [C:1]([C@@H:4]1[CH2:9][CH2:8][CH2:7][CH2:6][C@H:5]1[N:10]([CH2:21][C:22]1[CH:27]=[CH:26][C:25]([C:28]2[O:29][CH:30]=[CH:31][N:32]=2)=[CH:24][C:23]=1[F:33])[S:11]([C:14]1[CH:19]=[CH:18][C:17]([Cl:20])=[CH:16][CH:15]=1)(=[O:13])=[O:12])(=[O:3])[CH3:2].[CH3:34][Mg]Br.C1(C)C=CC=CC=1.O1CCCC1. The catalyst is O1CCCC1. The product is [Cl:20][C:17]1[CH:16]=[CH:15][C:14]([S:11]([N:10]([CH2:21][C:22]2[CH:27]=[CH:26][C:25]([C:28]3[O:29][CH:30]=[CH:31][N:32]=3)=[CH:24][C:23]=2[F:33])[C@@H:5]2[CH2:6][CH2:7][CH2:8][CH2:9][C@H:4]2[C:1]([OH:3])([CH3:34])[CH3:2])(=[O:13])=[O:12])=[CH:19][CH:18]=1. The yield is 0.130.